Dataset: Forward reaction prediction with 1.9M reactions from USPTO patents (1976-2016). Task: Predict the product of the given reaction. (1) Given the reactants [Cl:1][CH2:2][C:3]([O:5]/[N:6]=[C:7](\[NH2:15])/[C:8]1C=CC(C)=CC=1)=[O:4].ONC(C1[N:25]=[CH:24][CH:23]=[CH:22][N:21]=1)=N.ClCC(Cl)=O, predict the reaction product. The product is: [Cl:1][CH2:2][C:3]([O:5]/[N:6]=[C:7](/[C:8]1[N:25]=[CH:24][CH:23]=[CH:22][N:21]=1)\[NH2:15])=[O:4]. (2) Given the reactants [C:1](=[O:24])(OC1C=CC([N+]([O-])=O)=CC=1)[O:2][CH2:3][CH:4]1[CH2:9][CH2:8][N:7]([CH2:10][CH2:11][O:12][CH3:13])[CH2:6][CH2:5]1.CCN(C(C)C)C(C)C.[CH2:34]1[CH:38]2[CH2:39][CH:40]([NH2:41])[CH:36]([CH2:37]2)[CH2:35]1.[ClH:42].CCOCC, predict the reaction product. The product is: [ClH:42].[CH:36]12[CH2:37][CH:38]([CH2:34][CH2:35]1)[CH2:39][CH:40]2[NH:41][C:1](=[O:24])[O:2][CH2:3][CH:4]1[CH2:5][CH2:6][N:7]([CH2:10][CH2:11][O:12][CH3:13])[CH2:8][CH2:9]1. (3) Given the reactants [CH:1]1([S:4]([C:7]2[CH:12]=[CH:11][C:10]([CH:13]([CH2:18][CH:19]3[CH2:24][CH2:23][O:22][CH2:21][CH2:20]3)[C:14](=[O:17])[CH:15]=[CH2:16])=[CH:9][CH:8]=2)(=[O:6])=[O:5])[CH2:3][CH2:2]1.[Br:25][C:26]1[CH:27]=[CH:28][C:29]([CH:32]=[O:33])=[N:30][CH:31]=1.C(N(CC)CC)C, predict the reaction product. The product is: [Br:25][C:26]1[CH:27]=[CH:28][C:29]([C:32](=[O:33])[CH2:16][CH2:15][C:14](=[O:17])[CH:13]([C:10]2[CH:9]=[CH:8][C:7]([S:4]([CH:1]3[CH2:3][CH2:2]3)(=[O:6])=[O:5])=[CH:12][CH:11]=2)[CH2:18][CH:19]2[CH2:24][CH2:23][O:22][CH2:21][CH2:20]2)=[N:30][CH:31]=1. (4) The product is: [CH3:37][N:38]([CH3:43])[S:39]([N:9]1[CH2:8][C:7]2[CH:29]=[C:3]([Cl:2])[CH:4]=[CH:5][C:6]=2[N:15]2[C:11](=[N:12][N:13]=[C:14]2[C@H:16]2[CH2:17][CH2:18][C@H:19]([O:22][C:23]3[CH:24]=[CH:25][CH:26]=[CH:27][CH:28]=3)[CH2:20][CH2:21]2)[CH2:10]1)(=[O:41])=[O:40]. Given the reactants Cl.[Cl:2][C:3]1[CH:4]=[CH:5][C:6]2[N:15]3[C:11](=[N:12][N:13]=[C:14]3[C@H:16]3[CH2:21][CH2:20][C@H:19]([O:22][C:23]4[CH:28]=[CH:27][CH:26]=[CH:25][CH:24]=4)[CH2:18][CH2:17]3)[CH2:10][NH:9][CH2:8][C:7]=2[CH:29]=1.C(N(CC)CC)C.[CH3:37][N:38]([CH3:43])[S:39](Cl)(=[O:41])=[O:40], predict the reaction product. (5) Given the reactants C[Si]([C:5]#[C:6][C:7]1[S:11][C:10]([NH:12][C:13](=[O:19])[O:14][C:15]([CH3:18])([CH3:17])[CH3:16])=[N:9][CH:8]=1)(C)C.[OH-].[K+].CO, predict the reaction product. The product is: [C:6]([C:7]1[S:11][C:10]([NH:12][C:13](=[O:19])[O:14][C:15]([CH3:17])([CH3:16])[CH3:18])=[N:9][CH:8]=1)#[CH:5].